Task: Predict the reaction yield, written as a fraction of the theoretical maximum amount of product (1.0 means a 100% yield; for example, 0.34 means a 34% yield).. Dataset: Reaction yield outcomes from USPTO patents with 853,638 reactions (1) The reactants are [CH2:1]([O:5][C:6]1[N:11]=[C:10](Cl)[N:9]=[C:8](Cl)[N:7]=1)[CH2:2][CH2:3][CH3:4].[CH2:14]([NH:16][C:17]1[CH:18]=[C:19]([OH:23])[CH:20]=[CH:21][CH:22]=1)[CH3:15]. No catalyst specified. The product is [CH2:1]([O:5][C:6]1[N:11]=[C:10]([N:16]([CH2:14][CH3:15])[C:17]2[CH:22]=[CH:21][CH:20]=[C:19]([OH:23])[CH:18]=2)[N:9]=[C:8]([N:16]([CH2:14][CH3:15])[C:17]2[CH:22]=[CH:21][CH:20]=[C:19]([OH:23])[CH:18]=2)[N:7]=1)[CH2:2][CH2:3][CH3:4]. The yield is 0.470. (2) The reactants are [F:1][C:2]([F:13])([F:12])[O:3][C:4]1[CH:11]=[CH:10][C:7]([CH:8]=O)=[CH:6][CH:5]=1.[CH3:14][C@H:15]1[CH2:20][NH:19][CH2:18][C@@H:17]([CH3:21])[NH:16]1.C(O[BH-](OC(=O)C)OC(=O)C)(=O)C.[Na+]. The catalyst is C(Cl)Cl. The product is [CH3:14][C@H:15]1[NH:16][C@@H:17]([CH3:21])[CH2:18][N:19]([CH2:8][C:7]2[CH:10]=[CH:11][C:4]([O:3][C:2]([F:13])([F:12])[F:1])=[CH:5][CH:6]=2)[CH2:20]1. The yield is 0.800. (3) The product is [Si:1]([O:8][CH2:9][C@H:10]1[C:11]2([CH2:22][CH2:21]2)[C@H:12]([OH:20])[C@@H:13]2[O:17][C:16]([CH3:19])([CH3:18])[O:15][C@H:14]12)([C:4]([CH3:7])([CH3:6])[CH3:5])([CH3:2])[CH3:3]. The catalyst is CCOCC. The yield is 0.930. The reactants are [Si:1]([O:8][CH2:9][C@@H:10]1[C@H:14]2[O:15][C:16]([CH3:19])([CH3:18])[O:17][C@H:13]2[C@@H:12]([OH:20])[C:11]1=[CH2:21])([C:4]([CH3:7])([CH3:6])[CH3:5])([CH3:3])[CH3:2].[CH2:22]([Zn]CC)C.ICI. (4) The reactants are Br[C:2]1[C:3]([CH3:15])=[C:4]([CH3:14])[C:5]2[O:9][C:8]([CH3:11])([CH3:10])[CH2:7][C:6]=2[C:12]=1[CH3:13].[CH3:16][O:17][C:18]1[CH:23]=[C:22]([O:24][CH3:25])[CH:21]=[CH:20][C:19]=1[N:26]1[CH2:31][CH2:30][NH:29][CH2:28][CH2:27]1.C1C=CC(P(C2C(C3C(P(C4C=CC=CC=4)C4C=CC=CC=4)=CC=C4C=3C=CC=C4)=C3C(C=CC=C3)=CC=2)C2C=CC=CC=2)=CC=1.CC(C)([O-])C.[Na+]. The catalyst is C([O-])(=O)C.[Pd+2].C([O-])(=O)C.O.C1(C)C=CC=CC=1. The product is [CH3:16][O:17][C:18]1[CH:23]=[C:22]([O:24][CH3:25])[CH:21]=[CH:20][C:19]=1[N:26]1[CH2:27][CH2:28][N:29]([C:2]2[C:3]([CH3:15])=[C:4]([CH3:14])[C:5]3[O:9][C:8]([CH3:11])([CH3:10])[CH2:7][C:6]=3[C:12]=2[CH3:13])[CH2:30][CH2:31]1. The yield is 0.560. (5) The reactants are [OH:1][C:2]1[CH:10]=[CH:9][C:5]([C:6]([OH:8])=[O:7])=[CH:4][N:3]=1.Cl.C(=O)(O)[O-].[Na+].[CH2:17](O)[CH3:18]. No catalyst specified. The product is [CH2:17]([O:7][C:6]([C:5]1[CH:9]=[CH:10][C:2](=[O:1])[NH:3][CH:4]=1)=[O:8])[CH3:18]. The yield is 0.650. (6) The reactants are [Cl:1][C:2]1[CH:3]=[C:4]2[C:9](=[CH:10][CH:11]=1)[O:8][CH:7]=[C:6](I)[C:5]2=O.[C:14]([C:16]1[CH:22]=[CH:21][C:19]([NH2:20])=[CH:18][CH:17]=1)#[CH:15].C(N(C(C)C)CC)(C)C.[OH:32][CH2:33][CH2:34][NH:35][NH2:36]. The catalyst is Cl[Pd](Cl)([P](C1C=CC=CC=1)(C1C=CC=CC=1)C1C=CC=CC=1)[P](C1C=CC=CC=1)(C1C=CC=CC=1)C1C=CC=CC=1.[Cu]I.CC#N. The product is [NH2:20][C:19]1[CH:21]=[CH:22][C:16]([C:14]#[C:15][C:6]2[C:5]([C:4]3[CH:3]=[C:2]([Cl:1])[CH:11]=[CH:10][C:9]=3[OH:8])=[N:36][N:35]([CH2:34][CH2:33][OH:32])[CH:7]=2)=[CH:17][CH:18]=1. The yield is 0.695. (7) The reactants are [NH2:1][C:2]1[CH:3]=[CH:4][C:5]([CH3:21])=[C:6]([CH:20]=1)[O:7][C:8]1[CH:9]=[C:10]2[C:15](=[CH:16][CH:17]=1)[N:14]=[CH:13][N:12]([CH3:18])[C:11]2=[O:19].[C:22]([C:24]([C:27]1[CH:28]=[C:29]([CH:33]=[CH:34][CH:35]=1)[C:30](O)=[O:31])([CH3:26])[CH3:25])#[N:23].C(N(C(C)C)CC)(C)C.CN(C(ON1N=NC2C=CC=NC1=2)=[N+](C)C)C.F[P-](F)(F)(F)(F)F. The catalyst is CN(C=O)C. The product is [C:22]([C:24]([C:27]1[CH:28]=[C:29]([CH:33]=[CH:34][CH:35]=1)[C:30]([NH:1][C:2]1[CH:3]=[CH:4][C:5]([CH3:21])=[C:6]([O:7][C:8]2[CH:9]=[C:10]3[C:15](=[CH:16][CH:17]=2)[N:14]=[CH:13][N:12]([CH3:18])[C:11]3=[O:19])[CH:20]=1)=[O:31])([CH3:26])[CH3:25])#[N:23]. The yield is 0.450. (8) The reactants are [CH3:1][C:2]1[CH:3]=[C:4]2[C:8](=[CH:9][CH:10]=1)[NH:7][C:6](=[O:11])[C:5]2=O.O.NN.Cl. The catalyst is C(OCC)(=O)C.CCCCCC. The product is [CH3:1][C:2]1[CH:3]=[C:4]2[C:8](=[CH:9][CH:10]=1)[NH:7][C:6](=[O:11])[CH2:5]2. The yield is 0.470.